Predict which catalyst facilitates the given reaction. From a dataset of Catalyst prediction with 721,799 reactions and 888 catalyst types from USPTO. (1) Reactant: [Cl:1][C:2]1[CH:10]=[C:9]2[C:5]([C:6]([C:11]([N:13]3[CH2:18][CH2:17][CH:16]([N:19]4[C:27]5[C:22](=[CH:23][CH:24]=[CH:25][CH:26]=5)[CH2:21][C:20]4=[O:28])[CH2:15][CH2:14]3)=[O:12])=[CH:7][NH:8]2)=[CH:4][CH:3]=1.[H-].[Na+].C(OC([N:38]1[CH2:42][CH2:41]OS1(=O)=O)=O)(C)(C)C.C(N(CC)CC)C.Cl.O1CCOCC1. Product: [NH2:38][CH2:42][CH2:41][N:8]1[C:9]2[C:5](=[CH:4][CH:3]=[C:2]([Cl:1])[CH:10]=2)[C:6]([C:11]([N:13]2[CH2:18][CH2:17][CH:16]([N:19]3[C:27]4[C:22](=[CH:23][CH:24]=[CH:25][CH:26]=4)[CH2:21][C:20]3=[O:28])[CH2:15][CH2:14]2)=[O:12])=[CH:7]1. The catalyst class is: 3. (2) Reactant: [CH2:1]([O:3][C:4]1[C:29]([O:30][CH2:31][CH3:32])=[CH:28][C:7]2[C:8]3[N:13]([CH:14]([CH2:16][NH:17][S:18]([CH3:21])(=[O:20])=[O:19])[CH2:15][C:6]=2[CH:5]=1)[CH:12]=[C:11]([C:22]([O:24]CC)=[O:23])[C:10](=[O:27])[CH:9]=3)[CH3:2].O[Li].O.Cl. Product: [CH2:1]([O:3][C:4]1[C:29]([O:30][CH2:31][CH3:32])=[CH:28][C:7]2[C:8]3[N:13]([CH:14]([CH2:16][NH:17][S:18]([CH3:21])(=[O:20])=[O:19])[CH2:15][C:6]=2[CH:5]=1)[CH:12]=[C:11]([C:22]([OH:24])=[O:23])[C:10](=[O:27])[CH:9]=3)[CH3:2]. The catalyst class is: 24.